Dataset: Catalyst prediction with 721,799 reactions and 888 catalyst types from USPTO. Task: Predict which catalyst facilitates the given reaction. Reactant: [CH2:1]([N:8]1[CH:17]=[C:16](Br)[C:15]2[C:10](=[CH:11][CH:12]=[CH:13][CH:14]=2)[C:9]1=[O:19])[C:2]1[CH:7]=[CH:6][CH:5]=[CH:4][CH:3]=1.CC1(C)C(C)(C)OB([C:28]2[CH:33]=[C:32]([O:34][CH3:35])[C:31]([O:36][CH3:37])=[C:30]([O:38][CH3:39])[CH:29]=2)O1.C([O-])([O-])=O.[Na+].[Na+]. Product: [CH2:1]([N:8]1[CH:17]=[C:16]([C:28]2[CH:29]=[C:30]([O:38][CH3:39])[C:31]([O:36][CH3:37])=[C:32]([O:34][CH3:35])[CH:33]=2)[C:15]2[C:10](=[CH:11][CH:12]=[CH:13][CH:14]=2)[C:9]1=[O:19])[C:2]1[CH:7]=[CH:6][CH:5]=[CH:4][CH:3]=1. The catalyst class is: 460.